From a dataset of Forward reaction prediction with 1.9M reactions from USPTO patents (1976-2016). Predict the product of the given reaction. (1) Given the reactants [NH2:1][C:2]1[C:7]([F:8])=[CH:6][C:5]([C:9]([N:11]2[CH2:16][CH2:15][N:14]([CH2:17][C:18]3[CH:23]=[CH:22][C:21]([C:24]([OH:33])([C:29]([F:32])([F:31])[F:30])[C:25]([F:28])([F:27])[F:26])=[CH:20][CH:19]=3)[CH2:13][CH2:12]2)=[O:10])=[CH:4][C:3]=1[F:34].[N:35]1[CH:40]=[CH:39][C:38]([NH:41][C:42](=O)[O:43]C2C=CC=CC=2)=[CH:37][CH:36]=1, predict the reaction product. The product is: [F:8][C:7]1[CH:6]=[C:5]([C:9]([N:11]2[CH2:16][CH2:15][N:14]([CH2:17][C:18]3[CH:19]=[CH:20][C:21]([C:24]([OH:33])([C:29]([F:31])([F:32])[F:30])[C:25]([F:26])([F:27])[F:28])=[CH:22][CH:23]=3)[CH2:13][CH2:12]2)=[O:10])[CH:4]=[C:3]([F:34])[C:2]=1[NH:1][C:42]([NH:41][C:38]1[CH:39]=[CH:40][N:35]=[CH:36][CH:37]=1)=[O:43]. (2) The product is: [Br:1][CH2:14][C:13]([C:11]1[CH:10]=[CH:9][C:4]([C:5]([O:7][CH3:8])=[O:6])=[C:3]([Cl:2])[CH:12]=1)=[O:17]. Given the reactants [BrH:1].[Cl:2][C:3]1[CH:12]=[C:11]([C:13](=[O:17])[CH:14]=[N+]=[N-])[CH:10]=[CH:9][C:4]=1[C:5]([O:7][CH3:8])=[O:6], predict the reaction product. (3) Given the reactants [CH2:1]([C:3]([C:7]1[C:12]2[N:13]([CH3:17])[C:14](=[O:16])[NH:15][C:11]=2[CH:10]=[CH:9][CH:8]=1)(O)[CH2:4][CH3:5])[CH3:2].Cl, predict the reaction product. The product is: [CH2:1]([CH:3]([C:7]1[C:12]2[N:13]([CH3:17])[C:14](=[O:16])[NH:15][C:11]=2[CH:10]=[CH:9][CH:8]=1)[CH2:4][CH3:5])[CH3:2]. (4) Given the reactants C(O[C:4]([C:6]1[CH:7]=[C:8]2[C:12](=[CH:13][CH:14]=1)[NH:11][N:10]=[C:9]2[C:15]1[CH:24]=[CH:23][C:22]2[C:17](=[CH:18][CH:19]=[C:20]([O:25][CH2:26][CH2:27][N:28]3[CH:32]=[CH:31][N:30]=[CH:29]3)[CH:21]=2)[CH:16]=1)=[NH:5])C.[CH3:33][C:34]([CH3:41])([CH3:40])[CH2:35][C:36]([NH:38][NH2:39])=O.C(N(CC)CC)C, predict the reaction product. The product is: [CH3:33][C:34]([CH3:41])([CH3:40])[CH2:35][C:36]1[NH:38][N:39]=[C:4]([C:6]2[CH:7]=[C:8]3[C:12](=[CH:13][CH:14]=2)[NH:11][N:10]=[C:9]3[C:15]2[CH:24]=[CH:23][C:22]3[C:17](=[CH:18][CH:19]=[C:20]([O:25][CH2:26][CH2:27][N:28]4[CH:32]=[CH:31][N:30]=[CH:29]4)[CH:21]=3)[CH:16]=2)[N:5]=1.